From a dataset of In vitro SARS-CoV-2 activity screen of 1,480 approved drugs from Prestwick library. Binary Classification. Given a drug SMILES string, predict its activity (active/inactive) in a high-throughput screening assay against a specified biological target. (1) The drug is N#CC(c1ccc(Cl)cc1)c1c(Cl)cc(-n2ncc(=O)[nH]c2=O)cc1Cl. The result is 0 (inactive). (2) The drug is C=C1[C@@H](n2cnc3c(=O)[nH]c(N)nc32)C[C@H](O)[C@H]1CO. The result is 0 (inactive). (3) The molecule is Cl.O=C(COc1ccc(Cl)cc1)N1CCN(Cc2ccc3c(c2)OCO3)CC1. The result is 0 (inactive). (4) The molecule is C#C[C@]1(O)CC[C@H]2[C@@H]3CCC4=CCCC[C@@H]4[C@H]3CC[C@@]21C. The result is 0 (inactive). (5) The molecule is NCc1ccccc1CC(=O)N[C@@H]1C(=O)N2C(C(=O)O)=C(CSc3nnnn3CC(=O)O)CS[C@H]12. The result is 0 (inactive). (6) The drug is CCC(=O)OCC(=O)[C@@]1(OC(=O)CC)[C@@H](C)C[C@H]2[C@@H]3CCC4=CC(=O)C=C[C@]4(C)[C@@]3(Cl)[C@@H](O)C[C@@]21C. The result is 0 (inactive). (7) The drug is Cc1cccc(N(C)C(=S)Oc2ccc3ccccc3c2)c1. The result is 0 (inactive). (8) The molecule is CC(=O)O[C@H]1C[C@@H]2CC[C@@H]3[C@H](CC[C@@]4(C)[C@H]3C[C@H]([N+]3(C)CCCCC3)[C@@H]4OC(C)=O)[C@@]2(C)C[C@@H]1N1CCCCC1.[Br-]. The result is 0 (inactive). (9) The compound is NC(CO)(CO)CO.O=C(c1ccccc1)c1ccc2n1CCC2C(=O)O. The result is 0 (inactive). (10) The compound is NC(=O)OCC(O)COc1ccc(Cl)cc1. The result is 0 (inactive).